Dataset: Forward reaction prediction with 1.9M reactions from USPTO patents (1976-2016). Task: Predict the product of the given reaction. (1) Given the reactants [CH3:1][O:2][C:3](=[O:39])[C:4]([CH3:38])([CH3:37])[CH2:5][C:6]1[CH:11]=[C:10]([CH3:12])[C:9](/[CH:13]=[CH:14]/[C:15]2[CH:20]=[CH:19][C:18]([C:21]3[O:22][C:23]([C:26]4[CH:31]=[CH:30][C:29]([Cl:32])=[CH:28][CH:27]=4)=[N:24][N:25]=3)=[CH:17][C:16]=2[N+:33]([O-])=O)=[C:8]([CH3:36])[CH:7]=1, predict the reaction product. The product is: [CH3:1][O:2][C:3](=[O:39])[C:4]([CH3:38])([CH3:37])[CH2:5][C:6]1[CH:11]=[C:10]([CH3:12])[C:9]([C:13]2[NH:33][C:16]3[C:15]([CH:14]=2)=[CH:20][CH:19]=[C:18]([C:21]2[O:22][C:23]([C:26]4[CH:31]=[CH:30][C:29]([Cl:32])=[CH:28][CH:27]=4)=[N:24][N:25]=2)[CH:17]=3)=[C:8]([CH3:36])[CH:7]=1. (2) Given the reactants [Cl:1][C:2]1[N:6]([CH3:7])[N:5]=[C:4]([CH3:8])[C:3]=1[C:9]([OH:11])=O.S(Cl)(Cl)=O.[NH2:16][C:17]1[CH:18]=[C:19]([CH:32]=[CH:33][CH:34]=1)[C:20]([C:22]1[CH:30]=[C:29]2[C:25]([CH2:26][C:27](=[O:31])[NH:28]2)=[CH:24][CH:23]=1)=[O:21], predict the reaction product. The product is: [O:31]=[C:27]1[CH2:26][C:25]2[C:29](=[CH:30][C:22]([C:20]([C:19]3[CH:18]=[C:17]([NH:16][C:9]([C:3]4[C:4]([CH3:8])=[N:5][N:6]([CH3:7])[C:2]=4[Cl:1])=[O:11])[CH:34]=[CH:33][CH:32]=3)=[O:21])=[CH:23][CH:24]=2)[NH:28]1. (3) Given the reactants C(OC(=O)[NH:7][C:8]1[CH:13]=[CH:12][C:11]([C:14]2[CH:19]=[CH:18][CH:17]=[CH:16][C:15]=2[F:20])=[CH:10][C:9]=1[NH:21][C:22](=[O:36])[CH2:23][C:24]([C:26]1[N:27]=[C:28]([N:31]2[CH:35]=[CH:34][N:33]=[CH:32]2)[S:29][CH:30]=1)=O)(C)(C)C.C(O)(C(F)(F)F)=O, predict the reaction product. The product is: [F:20][C:15]1[CH:16]=[CH:17][CH:18]=[CH:19][C:14]=1[C:11]1[CH:12]=[CH:13][C:8]2[N:7]=[C:24]([C:26]3[N:27]=[C:28]([N:31]4[CH:35]=[CH:34][N:33]=[CH:32]4)[S:29][CH:30]=3)[CH2:23][C:22](=[O:36])[NH:21][C:9]=2[CH:10]=1.